Dataset: Clinical trial toxicity outcomes and FDA approval status for drugs. Task: Regression/Classification. Given a drug SMILES string, predict its toxicity properties. Task type varies by dataset: regression for continuous values (e.g., LD50, hERG inhibition percentage) or binary classification for toxic/non-toxic outcomes (e.g., AMES mutagenicity, cardiotoxicity, hepatotoxicity). Dataset: clintox. (1) The molecule is Cl[201Tl]. The result is 0 (passed clinical trial). (2) The drug is OC[C@H]1O[C@H](O[C@]2(CO)O[C@H](CO)[C@@H](O)[C@@H]2O)[C@H](O)[C@@H](O)[C@@H]1O. The result is 0 (passed clinical trial). (3) The result is 0 (passed clinical trial). The compound is Nc1nc(Cl)nc2c1ncn2[C@@H]1O[C@H](CO)[C@@H](O)[C@@H]1F. (4) The molecule is CC(=O)[C@@]1(O)CC[C@H]2[C@@H]3C[C@H](C)C4=CC(=O)C=C[C@]4(C)[C@@]3(F)[C@@H](O)C[C@@]21C. The result is 0 (passed clinical trial). (5) The compound is CC1[NH2+]CCOC1c1ccccc1. The result is 0 (passed clinical trial). (6) The compound is COc1c(N2CC[NH2+]C(C)C2)c(F)cc2c(=O)c(C(=O)[O-])cn(C3CC3)c12. The result is 0 (passed clinical trial).